Dataset: Full USPTO retrosynthesis dataset with 1.9M reactions from patents (1976-2016). Task: Predict the reactants needed to synthesize the given product. Given the product [Si:1]([O:18][CH:19]1[CH2:22][N:21]([C:23]2[S:24][CH:25]=[C:26]([CH2:28][OH:29])[N:27]=2)[CH2:20]1)([C:14]([CH3:17])([CH3:16])[CH3:15])([C:2]1[CH:3]=[CH:4][CH:5]=[CH:6][CH:7]=1)[C:8]1[CH:13]=[CH:12][CH:11]=[CH:10][CH:9]=1, predict the reactants needed to synthesize it. The reactants are: [Si:1]([O:18][CH:19]1[CH2:22][N:21]([C:23]2[S:24][CH:25]=[C:26]([C:28](OCC)=[O:29])[N:27]=2)[CH2:20]1)([C:14]([CH3:17])([CH3:16])[CH3:15])([C:8]1[CH:13]=[CH:12][CH:11]=[CH:10][CH:9]=1)[C:2]1[CH:7]=[CH:6][CH:5]=[CH:4][CH:3]=1.[H-].[Al+3].[Li+].[H-].[H-].[H-].O.O.O.O.O.O.O.O.O.O.S([O-])([O-])(=O)=O.[Mg+2].C(OCC)(=O)C.